Dataset: Full USPTO retrosynthesis dataset with 1.9M reactions from patents (1976-2016). Task: Predict the reactants needed to synthesize the given product. (1) Given the product [C:18]1([CH3:23])[C:17]([NH:16][CH:14]=[C:8]([C:3]2[CH:4]=[CH:5][CH:6]=[CH:7][C:2]=2[Br:1])[C:9]([O:11][CH2:12][CH3:13])=[O:10])=[CH:22][CH:21]=[CH:20][CH:19]=1, predict the reactants needed to synthesize it. The reactants are: [Br:1][C:2]1[CH:7]=[CH:6][CH:5]=[CH:4][C:3]=1[C:8](=[CH:14]O)[C:9]([O:11][CH2:12][CH3:13])=[O:10].[NH2:16][C:17]1[C:18]([CH3:23])=[CH:19][CH:20]=[CH:21][CH:22]=1. (2) The reactants are: Cl[C:2]1[C:7]([C:8]([OH:10])=O)=[CH:6][N:5]=[C:4]2[N:11]([CH3:15])[N:12]=[C:13]([CH3:14])[C:3]=12.[NH:16]1[CH2:21][CH2:20][O:19][CH2:18][CH2:17]1.C[N:23](C=O)C. Given the product [CH3:15][N:11]1[C:4]2=[N:5][CH:6]=[C:7]([C:8]([NH2:23])=[O:10])[C:2]([N:16]3[CH2:21][CH2:20][O:19][CH2:18][CH2:17]3)=[C:3]2[C:13]([CH3:14])=[N:12]1, predict the reactants needed to synthesize it. (3) Given the product [F:22][C:23]1[CH:24]=[C:25]2[C:29](=[CH:30][CH:31]=1)[CH2:28][N:27]([C:2]1[N:3]=[C:4]([NH:11][C:12]3[CH:13]=[C:14]4[C:18](=[CH:19][CH:20]=3)[NH:17][N:16]=[CH:15]4)[C:5]3[CH2:10][O:9][CH2:8][C:6]=3[N:7]=1)[CH2:26]2, predict the reactants needed to synthesize it. The reactants are: Cl[C:2]1[N:3]=[C:4]([NH:11][C:12]2[CH:13]=[C:14]3[C:18](=[CH:19][CH:20]=2)[NH:17][N:16]=[CH:15]3)[C:5]2[CH2:10][O:9][CH2:8][C:6]=2[N:7]=1.Cl.[F:22][C:23]1[CH:24]=[C:25]2[C:29](=[CH:30][CH:31]=1)[CH2:28][NH:27][CH2:26]2. (4) Given the product [C:1]([C:5]1[CH:10]=[C:9]([F:41])[C:8]([C:11]2[O:12][CH2:13][C:14]([CH3:17])([CH3:16])[N:15]=2)=[C:7]([CH:18]2[O:23][CH2:22][CH2:21][CH2:20][O:19]2)[CH:6]=1)([CH3:2])([CH3:3])[CH3:4], predict the reactants needed to synthesize it. The reactants are: [C:1]([C:5]1[CH:10]=[CH:9][C:8]([C:11]2[O:12][CH2:13][C:14]([CH3:17])([CH3:16])[N:15]=2)=[C:7]([CH:18]2[O:23][CH2:22][CH2:21][CH2:20][O:19]2)[CH:6]=1)([CH3:4])([CH3:3])[CH3:2].N#N.C([Li])CCC.C1C=CC(S(N(S(C2C=CC=CC=2)(=O)=O)[F:41])(=O)=O)=CC=1.[NH4+].[Cl-]. (5) Given the product [CH3:23][N:24]1[CH2:31][C@@H:30]2[C@@H:26]([N:27]([C:2]3[CH:7]=[CH:6][C:5]([C:8]4[CH:13]=[CH:12][C:11]([N:14]5[C:19](=[O:20])[CH2:18][CH2:17][CH:16]=[N:15]5)=[CH:10][CH:9]=4)=[CH:4][CH:3]=3)[CH2:28][CH2:29]2)[CH2:25]1, predict the reactants needed to synthesize it. The reactants are: Br[C:2]1[CH:7]=[CH:6][C:5]([C:8]2[CH:13]=[CH:12][C:11]([N:14]3[C:19](=[O:20])[CH2:18][CH2:17][CH:16]=[N:15]3)=[CH:10][CH:9]=2)=[CH:4][CH:3]=1.Cl.Cl.[CH3:23][N:24]1[CH2:31][C@@H:30]2[C@@H:26]([NH:27][CH2:28][CH2:29]2)[CH2:25]1.C(=O)([O-])[O-].[Cs+].[Cs+].C1(P(C2CCCCC2)C2C=CC=CC=2C2C=CC=CC=2N(C)C)CCCCC1.